Dataset: Full USPTO retrosynthesis dataset with 1.9M reactions from patents (1976-2016). Task: Predict the reactants needed to synthesize the given product. (1) Given the product [N:9]1[C:8]2[C:7](=[CH:6][CH:5]=[N:15][CH:13]=2)[CH:12]=[CH:11][CH:10]=1, predict the reactants needed to synthesize it. The reactants are: C[Si]([C:5]#[C:6][C:7]1[C:8]([CH:13]=O)=[N:9][CH:10]=[CH:11][CH:12]=1)(C)C.[NH3:15]. (2) Given the product [F:1][C:2]([F:13])([F:12])[C:3]1[CH:11]=[CH:10][C:6]([C:7]([Cl:17])=[O:8])=[CH:5][CH:4]=1, predict the reactants needed to synthesize it. The reactants are: [F:1][C:2]([F:13])([F:12])[C:3]1[CH:11]=[CH:10][C:6]([C:7](O)=[O:8])=[CH:5][CH:4]=1.C(Cl)(=O)C([Cl:17])=O.CN(C=O)C. (3) Given the product [CH:1]1([C:7]2[C:15]3[C:10](=[CH:11][C:12]([C:16]4[NH:50][N:49]=[N:48][N:17]=4)=[CH:13][CH:14]=3)[N:9]([CH2:18][C:19]([N:21]3[CH2:22][CH2:23][O:24][CH2:25][CH2:26]3)=[O:20])[C:8]=2[C:27]2[CH:28]=[C:29]3[C:34](=[CH:35][CH:36]=2)[N:33]=[C:32]([C:37]2[S:41][C:40]([CH3:42])=[N:39][C:38]=2[CH3:43])[CH:31]=[CH:30]3)[CH2:6][CH2:5][CH2:4][CH2:3][CH2:2]1, predict the reactants needed to synthesize it. The reactants are: [CH:1]1([C:7]2[C:15]3[C:10](=[CH:11][C:12]([C:16]#[N:17])=[CH:13][CH:14]=3)[N:9]([CH2:18][C:19]([N:21]3[CH2:26][CH2:25][O:24][CH2:23][CH2:22]3)=[O:20])[C:8]=2[C:27]2[CH:28]=[C:29]3[C:34](=[CH:35][CH:36]=2)[N:33]=[C:32]([C:37]2[S:41][C:40]([CH3:42])=[N:39][C:38]=2[CH3:43])[CH:31]=[CH:30]3)[CH2:6][CH2:5][CH2:4][CH2:3][CH2:2]1.C[Sn]([N:48]=[N+:49]=[N-:50])(C)C. (4) The reactants are: [Cl:1][C:2]1[CH:3]=[C:4]([N:13]2[C:17]3=[CH:18][C:19]4[O:23][N:22]=[C:21]([NH2:24])[C:20]=4[CH:25]=[C:16]3[N:15]=[C:14]2[C:26]([F:29])([F:28])[F:27])[CH:5]=[N:6][C:7]=1[O:8][CH2:9][CH:10]([CH3:12])[CH3:11].[CH:30]1([S:33](Cl)(=[O:35])=[O:34])[CH2:32][CH2:31]1. Given the product [Cl:1][C:2]1[CH:3]=[C:4]([N:13]2[C:17]3=[CH:18][C:19]4[O:23][N:22]=[C:21]([NH:24][S:33]([CH:30]5[CH2:32][CH2:31]5)(=[O:35])=[O:34])[C:20]=4[CH:25]=[C:16]3[N:15]=[C:14]2[C:26]([F:28])([F:27])[F:29])[CH:5]=[N:6][C:7]=1[O:8][CH2:9][CH:10]([CH3:11])[CH3:12], predict the reactants needed to synthesize it. (5) Given the product [CH3:3][C:2]1[N:28]=[C:4]([C:8]#[C:9][C:10]2[NH:11][O:12][CH:13]3[NH:17][CH2:16][CH2:15][C:14]=23)[CH:5]=[CH:6][CH:7]=1, predict the reactants needed to synthesize it. The reactants are: Cl[C:2]1[CH:3]=[C:4]([C:8]#[C:9][C:10]2[NH:11][O:12][CH:13]3[NH:17][CH2:16][CH2:15][C:14]=23)[CH:5]=[CH:6][CH:7]=1.ClC1C=C(C#CC2C3CCN(C(OC(C)(C)C)=O)C3O[N:28]=2)C=CC=1. (6) Given the product [CH3:3][N:2]([CH2:4][C:5]1[N:6]=[C:7]([C:14]2[CH:19]=[CH:18][CH:17]=[CH:16][N:15]=2)[S:8][C:9]=1[CH2:10][OH:11])[CH3:1], predict the reactants needed to synthesize it. The reactants are: [CH3:1][N:2]([CH2:4][C:5]1[N:6]=[C:7]([C:14]2[CH:19]=[CH:18][CH:17]=[CH:16][N:15]=2)[S:8][C:9]=1[C:10](OC)=[O:11])[CH3:3].[H-].[Al+3].[Li+].[H-].[H-].[H-].[C@H](O)(C([O-])=O)[C@@H](O)C([O-])=O.[Na+].[K+]. (7) The reactants are: [Br:1][C:2]1[CH:10]=[C:9]2[C:5]([C:6](=O)[C:7](=[O:11])[NH:8]2)=[CH:4][CH:3]=1.C([O:16][C:17]1[C:25]2[C:20](=[CH:21][CH:22]=[CH:23][CH:24]=2)[NH:19][CH:18]=1)(=O)C.C([O-])([O-])=O.[Na+].[Na+]. Given the product [CH:23]1[CH:24]=[C:25]2[C:17](/[C:18](/[NH:19][C:20]2=[CH:21][CH:22]=1)=[C:6]1\[C:5]2[CH:4]=[CH:3][C:2]([Br:1])=[CH:10][C:9]=2[NH:8][C:7]\1=[O:11])=[O:16], predict the reactants needed to synthesize it. (8) Given the product [NH:18]1[C:19]2[C:15](=[CH:14][C:13]([NH:12][CH:4]3[CH2:5][CH2:6][C:7](=[O:10])[CH2:8][CH2:9]3)=[CH:21][CH:20]=2)[CH:16]=[N:17]1, predict the reactants needed to synthesize it. The reactants are: C1O[C:4]2([CH2:9][CH2:8][C:7](=[O:10])[CH2:6][CH2:5]2)OC1.[NH2:12][C:13]1[CH:14]=[C:15]2[C:19](=[CH:20][CH:21]=1)[NH:18][N:17]=[CH:16]2.C(O)(=O)C.